Dataset: Catalyst prediction with 721,799 reactions and 888 catalyst types from USPTO. Task: Predict which catalyst facilitates the given reaction. (1) Reactant: [C:1]1([N:7]2[C:12](=O)C3SC=C(C4C=CC=CC=4)C=3N=C2)[CH:6]=[CH:5][CH:4]=[CH:3][CH:2]=1.[NH2:23][C:24]1[C:28]([C:29]2[CH:34]=[CH:33][CH:32]=[CH:31][C:30]=2[F:35])=[CH:27][S:26][C:25]=1[C:36]([O:38]C)=O.C(OCC)(OCC)OCC.[Cl:50]C1C=CC(N)=CC=1. Product: [Cl:50][C:4]1[CH:5]=[CH:6][C:1]([N:7]2[C:36](=[O:38])[C:25]3[S:26][CH:27]=[C:28]([C:29]4[CH:34]=[CH:33][CH:32]=[CH:31][C:30]=4[F:35])[C:24]=3[N:23]=[CH:12]2)=[CH:2][CH:3]=1. The catalyst class is: 15. (2) Reactant: [C:1]([O:7][CH2:8][C:9]1[S:10][C:11]2[C:16]([N:17]=1)=[CH:15][C:14]([N+:18]([O-])=O)=[CH:13][N:12]=2)(=[O:6])[C:2]([CH3:5])([CH3:4])[CH3:3].C(OCC)(=O)C.O.[OH-].[Na+]. Product: [C:1]([O:7][CH2:8][C:9]1[S:10][C:11]2[C:16]([N:17]=1)=[CH:15][C:14]([NH2:18])=[CH:13][N:12]=2)(=[O:6])[C:2]([CH3:5])([CH3:4])[CH3:3]. The catalyst class is: 33.